This data is from Reaction yield outcomes from USPTO patents with 853,638 reactions. The task is: Predict the reaction yield, written as a fraction of the theoretical maximum amount of product (1.0 means a 100% yield; for example, 0.34 means a 34% yield). (1) The reactants are C([O-])([O-])=O.[K+].[K+].CC1CCCO1.[CH2:13]([NH:16][C:17]([C@@H:19]1[C:23]([CH3:25])([CH3:24])[S:22][CH2:21][N:20]1[C:26](=[O:51])[C@@H:27]([OH:50])[C@@H:28]([NH:36][C:37]([C:39]1[C:40]([CH3:49])=[C:41]([O:45]C(=O)C)[CH:42]=[CH:43][CH:44]=1)=[O:38])[CH2:29][C:30]1[CH:35]=[CH:34][CH:33]=[CH:32][CH:31]=1)=[O:18])[CH:14]=[CH2:15]. The catalyst is CO. The product is [CH2:13]([NH:16][C:17]([C@@H:19]1[C:23]([CH3:25])([CH3:24])[S:22][CH2:21][N:20]1[C:26](=[O:51])[C@@H:27]([OH:50])[C@@H:28]([NH:36][C:37](=[O:38])[C:39]1[CH:44]=[CH:43][CH:42]=[C:41]([OH:45])[C:40]=1[CH3:49])[CH2:29][C:30]1[CH:35]=[CH:34][CH:33]=[CH:32][CH:31]=1)=[O:18])[CH:14]=[CH2:15]. The yield is 0.540. (2) The reactants are [CH3:1][S:2][C:3]1[CH:8]=[CH:7][C:6]([CH2:9][C:10]([OH:12])=[O:11])=[CH:5][CH:4]=1.S(=O)(=O)(O)O.[CH3:18]O. No catalyst specified. The product is [CH3:18][O:11][C:10](=[O:12])[CH2:9][C:6]1[CH:5]=[CH:4][C:3]([S:2][CH3:1])=[CH:8][CH:7]=1. The yield is 0.980. (3) The product is [NH2:65][C@@H:66]([CH2:67][CH:68]([CH3:70])[CH3:69])[C:71]([O:1][C@H:2]1[C:10]2[C:5](=[CH:6][CH:7]=[CH:8][CH:9]=2)[CH2:4][C@:3]1([CH2:20][C:21]1[CH:32]=[CH:31][C:24]([C:25]([O:27][CH2:28][CH2:29][CH3:30])=[O:26])=[CH:23][CH:22]=1)[C:11]1[CH2:12][C:13]2[C:18]([CH:19]=1)=[CH:17][CH:16]=[CH:15][CH:14]=2)=[O:72]. The catalyst is CN(C1C=CN=CC=1)C.C(OCC)(=O)C. The reactants are [OH:1][C@H:2]1[C:10]2[C:5](=[CH:6][CH:7]=[CH:8][CH:9]=2)[CH2:4][C@:3]1([CH2:20][C:21]1[CH:32]=[CH:31][C:24]([C:25]([O:27][CH2:28][CH2:29][CH3:30])=[O:26])=[CH:23][CH:22]=1)[C:11]1[CH2:12][C:13]2[C:18]([CH:19]=1)=[CH:17][CH:16]=[CH:15][CH:14]=2.C1CCC(N=C=NC2CCCCC2)CC1.C([NH:65][C@H:66]([C:71](O)=[O:72])[CH2:67][CH:68]([CH3:70])[CH3:69])(OCC1C2C(=CC=CC=2)C2C1=CC=CC=2)=O. The yield is 0.510.